From a dataset of hERG Central: cardiac toxicity at 1µM, 10µM, and general inhibition. Predict hERG channel inhibition at various concentrations. The molecule is CN(C)CCCn1c(N)c(S(=O)(=O)c2ccccc2)c2nc3ccccc3nc21. Results: hERG_inhib (hERG inhibition (general)): blocker.